This data is from Reaction yield outcomes from USPTO patents with 853,638 reactions. The task is: Predict the reaction yield, written as a fraction of the theoretical maximum amount of product (1.0 means a 100% yield; for example, 0.34 means a 34% yield). (1) The reactants are [H][H].[Cl:3][C:4]1[C:5]([N:13]2[CH2:18][CH2:17][O:16][CH2:15][CH2:14]2)=[N:6][CH:7]=[C:8]([N+:10]([O-])=O)[CH:9]=1. The catalyst is CCO.[Pd]. The product is [Cl:3][C:4]1[CH:9]=[C:8]([NH2:10])[CH:7]=[N:6][C:5]=1[N:13]1[CH2:14][CH2:15][O:16][CH2:17][CH2:18]1. The yield is 1.00. (2) The reactants are [Cl:1][CH2:2][CH2:3][CH2:4][CH2:5][CH2:6][CH2:7][CH2:8][CH2:9][CH2:10][CH2:11][CH2:12][CH2:13][CH2:14][CH2:15][CH2:16][CH3:17].[CH3:18][N:19]1[CH:23]=[CH:22][N:21]=[C:20]1[CH3:24]. The catalyst is CC#N. The product is [Cl-:1].[CH3:18][N+:19]1[CH:23]=[CH:22][N:21]([CH2:2][CH2:3][CH2:4][CH2:5][CH2:6][CH2:7][CH2:8][CH2:9][CH2:10][CH2:11][CH2:12][CH2:13][CH2:14][CH2:15][CH2:16][CH3:17])[C:20]=1[CH3:24]. The yield is 0.620. (3) The reactants are Br[C:2]1[CH:10]=[CH:9][C:5]2[CH:6]=[N:7][S:8][C:4]=2[CH:3]=1.C([O-])(=O)C.[K+].[B:16]1([B:16]2[O:20][C:19]([CH3:22])([CH3:21])[C:18]([CH3:24])([CH3:23])[O:17]2)[O:20][C:19]([CH3:22])([CH3:21])[C:18]([CH3:24])([CH3:23])[O:17]1.C1(P(C2CCCCC2)C2CCCCC2)CCCCC1. The catalyst is C1C=CC(/C=C/C(/C=C/C2C=CC=CC=2)=O)=CC=1.C1C=CC(/C=C/C(/C=C/C2C=CC=CC=2)=O)=CC=1.C1C=CC(/C=C/C(/C=C/C2C=CC=CC=2)=O)=CC=1.[Pd].[Pd].O1CCOCC1. The product is [CH3:23][C:18]1([CH3:24])[C:19]([CH3:22])([CH3:21])[O:20][B:16]([C:2]2[CH:10]=[CH:9][C:5]3[CH:6]=[N:7][S:8][C:4]=3[CH:3]=2)[O:17]1. The yield is 0.560.